Regression. Given two drug SMILES strings and cell line genomic features, predict the synergy score measuring deviation from expected non-interaction effect. From a dataset of NCI-60 drug combinations with 297,098 pairs across 59 cell lines. Drug 1: C1=CC(=CC=C1CC(C(=O)O)N)N(CCCl)CCCl.Cl. Drug 2: CN(C(=O)NC(C=O)C(C(C(CO)O)O)O)N=O. Cell line: MCF7. Synergy scores: CSS=13.6, Synergy_ZIP=-6.46, Synergy_Bliss=-3.47, Synergy_Loewe=-24.5, Synergy_HSA=-4.19.